The task is: Predict the reactants needed to synthesize the given product.. This data is from Full USPTO retrosynthesis dataset with 1.9M reactions from patents (1976-2016). (1) Given the product [Cl:21][C:19]1[CH:18]=[CH:17][C:16]([O:22][CH2:23][C:24]([N:26]2[CH2:31][C@H:30]([CH3:32])[N:29]([CH2:33][C:34]3[CH:39]=[CH:38][C:37]([F:40])=[CH:36][CH:35]=3)[CH2:28][C@H:27]2[CH3:41])=[O:25])=[C:15]([C:14]([N:11]2[CH2:10][CH2:9][NH:8][CH2:13][CH2:12]2)=[O:42])[CH:20]=1, predict the reactants needed to synthesize it. The reactants are: C(OC([N:8]1[CH2:13][CH2:12][N:11]([C:14](=[O:42])[C:15]2[CH:20]=[C:19]([Cl:21])[CH:18]=[CH:17][C:16]=2[O:22][CH2:23][C:24]([N:26]2[CH2:31][C@H:30]([CH3:32])[N:29]([CH2:33][C:34]3[CH:39]=[CH:38][C:37]([F:40])=[CH:36][CH:35]=3)[CH2:28][C@H:27]2[CH3:41])=[O:25])[CH2:10][CH2:9]1)=O)(C)(C)C.FC(F)(F)C(O)=O. (2) Given the product [C:13]([NH:12][C:7]1[CH:8]=[CH:9][C:10]([Cl:1])=[CH:11][C:6]=1[CH2:5][CH2:4][O:3][C:16](=[O:19])[CH3:17])(=[O:15])[CH3:14], predict the reactants needed to synthesize it. The reactants are: [Cl:1]Cl.[OH:3][CH2:4][CH2:5][C:6]1[CH:11]=[CH:10][CH:9]=[CH:8][C:7]=1[NH:12][C:13](=[O:15])[CH3:14].[C:16]([OH:19])(=O)[CH3:17].